This data is from Full USPTO retrosynthesis dataset with 1.9M reactions from patents (1976-2016). The task is: Predict the reactants needed to synthesize the given product. (1) Given the product [N:27]([CH:12]1[CH2:11][N:9]2[C:10]3[C:6]([C:7]([CH2:20][C:21]([O:23][CH2:24][CH2:25][CH3:26])=[O:22])=[C:8]2[CH2:14][CH2:13]1)=[CH:5][CH:4]=[CH:3][C:2]=3[F:1])=[N+:28]=[N-:29], predict the reactants needed to synthesize it. The reactants are: [F:1][C:2]1[CH:3]=[CH:4][CH:5]=[C:6]2[C:10]=1[N:9]1[CH2:11][CH:12](OS(C)(=O)=O)[CH2:13][CH2:14][C:8]1=[C:7]2[CH2:20][C:21]([O:23][CH2:24][CH2:25][CH3:26])=[O:22].[N-:27]=[N+:28]=[N-:29].[Na+]. (2) Given the product [CH:28]1([O:33][C:34](=[O:47])[C@@H:35]([NH:39][C:40]([O:42][C:43]([CH3:46])([CH3:45])[CH3:44])=[O:41])[CH2:36][CH2:37][O:13][C:12]2[CH:11]=[C:10]3[C:5]([C:6]([NH:21][C:22]4[CH:26]=[C:25]([CH3:27])[NH:24][N:23]=4)=[N:7][C:8]([S:14][C:15]4[CH:16]=[CH:17][CH:18]=[CH:19][CH:20]=4)=[N:9]3)=[CH:4][C:3]=2[O:2][CH3:1])[CH2:29][CH2:30][CH2:31][CH2:32]1, predict the reactants needed to synthesize it. The reactants are: [CH3:1][O:2][C:3]1[CH:4]=[C:5]2[C:10](=[CH:11][C:12]=1[OH:13])[N:9]=[C:8]([S:14][C:15]1[CH:20]=[CH:19][CH:18]=[CH:17][CH:16]=1)[N:7]=[C:6]2[NH:21][C:22]1[CH:26]=[C:25]([CH3:27])[NH:24][N:23]=1.[CH:28]1([O:33][C:34](=[O:47])[C@@H:35]([NH:39][C:40]([O:42][C:43]([CH3:46])([CH3:45])[CH3:44])=[O:41])[CH2:36][CH2:37]Br)[CH2:32][CH2:31][CH2:30][CH2:29]1.C([O-])([O-])=O.[K+].[K+]. (3) Given the product [F:20][C:17]1[CH:18]=[CH:19][C:14]([NH:13][C:12]2[C:7]3[C:6]([CH3:33])=[C:5]([C:3]([OH:4])=[O:2])[S:32][C:8]=3[N:9]=[CH:10][N:11]=2)=[C:15]([O:21][C@H:22]2[CH2:27][CH2:26][CH2:25][N:24]([S:28]([CH3:31])(=[O:30])=[O:29])[CH2:23]2)[CH:16]=1, predict the reactants needed to synthesize it. The reactants are: C[O:2][C:3]([C:5]1[S:32][C:8]2[N:9]=[CH:10][N:11]=[C:12]([NH:13][C:14]3[CH:19]=[CH:18][C:17]([F:20])=[CH:16][C:15]=3[O:21][C@H:22]3[CH2:27][CH2:26][CH2:25][N:24]([S:28]([CH3:31])(=[O:30])=[O:29])[CH2:23]3)[C:7]=2[C:6]=1[CH3:33])=[O:4].[OH-].[Li+].Cl. (4) The reactants are: [N+:1]([C:4]1[CH:5]=[CH:6][CH:7]=[C:8]2[C:13]=1[N:12]=[CH:11][CH:10]=[CH:9]2)([O-])=O.[H][H]. Given the product [NH:12]1[C:13]2[C:8](=[CH:7][CH:6]=[CH:5][C:4]=2[NH2:1])[CH2:9][CH2:10][CH2:11]1, predict the reactants needed to synthesize it. (5) Given the product [CH:10]1([N:3]2[C:2]([CH3:1])=[C:6]([CH3:7])[S:5]/[C:4]/2=[N:8]\[C:24]([C:14]23[CH2:23][CH:18]4[CH2:17][CH:16]([CH2:22][CH:20]([CH2:19]4)[CH2:21]2)[CH2:15]3)=[O:25])[CH2:13][CH2:12][CH2:11]1, predict the reactants needed to synthesize it. The reactants are: [CH3:1][C:2]1[N:3]=[C:4]([NH2:8])[S:5][C:6]=1[CH3:7].Br[CH:10]1[CH2:13][CH2:12][CH2:11]1.[C:14]12([C:24](O)=[O:25])[CH2:23][CH:18]3[CH2:19][CH:20]([CH2:22][CH:16]([CH2:17]3)[CH2:15]1)[CH2:21]2. (6) Given the product [C:3]([C:7]1[CH:12]=[CH:11][CH:10]=[CH:9][C:8]=1[N:13]1[CH2:18][CH2:17][N:16]([C:27]([O:29][CH2:30][C:31]([Cl:34])([Cl:33])[Cl:32])=[O:28])[CH2:15][CH2:14]1)([CH3:6])([CH3:4])[CH3:5], predict the reactants needed to synthesize it. The reactants are: Cl.Cl.[C:3]([C:7]1[CH:12]=[CH:11][CH:10]=[CH:9][C:8]=1[N:13]1[CH2:18][CH2:17][NH:16][CH2:15][CH2:14]1)([CH3:6])([CH3:5])[CH3:4].C(N(CC)CC)C.Cl[C:27]([O:29][CH2:30][C:31]([Cl:34])([Cl:33])[Cl:32])=[O:28].